This data is from Full USPTO retrosynthesis dataset with 1.9M reactions from patents (1976-2016). The task is: Predict the reactants needed to synthesize the given product. (1) Given the product [C:29]([O:32][C:33](=[O:34])[NH:1][CH2:2][C:3]1[CH:18]=[CH:17][C:6]2[N:7]([CH2:12][CH2:13][CH:14]([CH3:15])[CH3:16])[C:8]([CH2:10][OH:11])=[N:9][C:5]=2[CH:4]=1)([CH3:31])([CH3:30])[CH3:28], predict the reactants needed to synthesize it. The reactants are: [NH2:1][CH2:2][C:3]1[CH:18]=[CH:17][C:6]2[N:7]([CH2:12][CH2:13][CH:14]([CH3:16])[CH3:15])[C:8]([CH2:10][OH:11])=[N:9][C:5]=2[CH:4]=1.CCN(C(C)C)C(C)C.[CH3:28][C:29]([O:32][C:33](O[C:33]([O:32][C:29]([CH3:31])([CH3:30])[CH3:28])=[O:34])=[O:34])([CH3:31])[CH3:30]. (2) Given the product [Cl:1][C:2]1[CH:11]=[C:10]2[C:5]([C:6](=[O:32])[C:7]([CH2:18][NH:19][C:20]([C:22]3[CH:23]=[CH:24][C:25]([C:26]([OH:28])=[O:27])=[CH:30][CH:31]=3)=[O:21])=[CH:8][N:9]2[C:12]2[CH:13]=[CH:14][CH:15]=[CH:16][CH:17]=2)=[CH:4][CH:3]=1, predict the reactants needed to synthesize it. The reactants are: [Cl:1][C:2]1[CH:11]=[C:10]2[C:5]([C:6](=[O:32])[C:7]([CH2:18][NH:19][C:20]([C:22]3[CH:31]=[CH:30][C:25]([C:26]([O:28]C)=[O:27])=[CH:24][CH:23]=3)=[O:21])=[CH:8][N:9]2[C:12]2[CH:17]=[CH:16][CH:15]=[CH:14][CH:13]=2)=[CH:4][CH:3]=1.O.[OH-].[Li+]. (3) Given the product [Cl:1][C:2]1[CH:21]=[CH:20][C:19]([O:22][CH2:23][CH2:24][NH:37][CH2:38][CH2:39][CH2:40][OH:41])=[CH:18][C:3]=1[C:4]([NH:6][CH2:7][C:8]12[CH2:15][CH:14]3[CH2:13][CH:12]([CH2:11][CH:10]([CH2:16]3)[CH2:9]1)[CH2:17]2)=[O:5], predict the reactants needed to synthesize it. The reactants are: [Cl:1][C:2]1[CH:21]=[CH:20][C:19]([O:22][CH2:23][CH2:24]Cl)=[CH:18][C:3]=1[C:4]([NH:6][CH2:7][C:8]12[CH2:17][CH:12]3[CH2:13][CH:14]([CH2:16][CH:10]([CH2:11]3)[CH2:9]1)[CH2:15]2)=[O:5].C(N(CC)C(C)C)(C)C.[I-].[Na+].[NH2:37][CH2:38][CH2:39][CH2:40][OH:41]. (4) Given the product [ClH:10].[CH3:1][S:2][C:3]1[CH:9]=[CH:8][C:6]([NH:7][NH2:11])=[CH:5][CH:4]=1, predict the reactants needed to synthesize it. The reactants are: [CH3:1][S:2][C:3]1[CH:9]=[CH:8][C:6]([NH2:7])=[CH:5][CH:4]=1.[ClH:10].[N:11]([O-])=O.[Na+]. (5) Given the product [CH2:33]=[C:31]1[CH2:32][CH:28]([CH2:27][CH2:26][C@@H:13]2[N:14]([S:17]([C:20]3[CH:21]=[CH:22][CH:23]=[CH:24][CH:25]=3)(=[O:19])=[O:18])[CH2:15][CH2:16][N:11]([C:9]([O:8][CH2:1][C:2]3[CH:7]=[CH:6][CH:5]=[CH:4][CH:3]=3)=[O:10])[CH2:12]2)[CH:29]([NH:51][C:64]([O:58][CH2:57][CH2:56][Si:55]([CH3:60])([CH3:59])[CH3:54])=[O:65])[CH2:30]1, predict the reactants needed to synthesize it. The reactants are: [CH2:1]([O:8][C:9]([N:11]1[CH2:16][CH2:15][N:14]([S:17]([C:20]2[CH:25]=[CH:24][CH:23]=[CH:22][CH:21]=2)(=[O:19])=[O:18])[C@@H:13]([CH2:26][CH2:27][CH:28]2[CH2:32][C:31](=[CH2:33])[CH2:30][CH:29]2C(O)=O)[CH2:12]1)=[O:10])[C:2]1[CH:7]=[CH:6][CH:5]=[CH:4][CH:3]=1.C1C=CC(P([N:51]=[N+]=[N-])(C2C=CC=CC=2)=O)=CC=1.[CH3:54][Si:55]([CH3:60])([CH3:59])[CH2:56][CH2:57][OH:58].CCO[C:64](C)=[O:65]. (6) Given the product [CH2:25]([O:24][C:7]1[C:8]([NH:11][C:12]([C:14]2[C:18]3[C:19](=[O:23])[NH:20][CH2:21][CH2:22][C:17]=3[O:16][CH:15]=2)=[O:13])=[CH:9][CH:10]=[C:5]([CH2:4][CH2:3][OH:2])[N:6]=1)[CH3:26], predict the reactants needed to synthesize it. The reactants are: C[O:2][C:3](=O)[CH2:4][C:5]1[CH:10]=[CH:9][C:8]([NH:11][C:12]([C:14]2[C:18]3[C:19](=[O:23])[NH:20][CH2:21][CH2:22][C:17]=3[O:16][CH:15]=2)=[O:13])=[C:7]([O:24][CH2:25][CH3:26])[N:6]=1.[H-].[Al+3].[Li+].[H-].[H-].[H-]. (7) The reactants are: C[O:2][P:3]([CH2:7][N:8]([S:10]([C:13]1[S:14][C:15]2[CH:21]=[CH:20][CH:19]=[CH:18][C:16]=2[CH:17]=1)(=[O:12])=[O:11])[CH3:9])(=[O:6])[O:4]C.Br[Si](C)(C)C. Given the product [S:14]1[C:15]2[CH:21]=[CH:20][CH:19]=[CH:18][C:16]=2[CH:17]=[C:13]1[S:10]([N:8]([CH2:7][P:3](=[O:2])([OH:6])[OH:4])[CH3:9])(=[O:11])=[O:12], predict the reactants needed to synthesize it. (8) Given the product [CH2:1]([O:8][N:9]1[C:14]2[N:15]=[CH:16][N:17]=[CH:18][C:13]=2[C:12]([NH:19][CH2:20][C:21]2[CH:22]=[CH:23][C:24]([O:27][CH3:28])=[CH:25][CH:26]=2)=[CH:11][C:10]1=[O:34])[C:2]1[CH:7]=[CH:6][CH:5]=[CH:4][CH:3]=1, predict the reactants needed to synthesize it. The reactants are: [CH2:1]([O:8][N:9]1[C:14]2[N:15]=[CH:16][N:17]=[CH:18][C:13]=2[C:12]([NH:19][CH2:20][C:21]2[CH:26]=[CH:25][C:24]([O:27][CH3:28])=[CH:23][CH:22]=2)=[C:11](C(OCC)=O)[C:10]1=[O:34])[C:2]1[CH:7]=[CH:6][CH:5]=[CH:4][CH:3]=1.[OH-].[Na+]. (9) Given the product [NH2:22][C:23]1[CH:28]=[C:27]([C:6]2[CH:7]=[C:2]([F:1])[C:3]([Si:18]([CH3:19])([CH3:20])[CH3:21])=[CH:4][C:5]=2[F:17])[N:26]=[C:25]([C:30]([O:32][CH3:33])=[O:31])[C:24]=1[Cl:34], predict the reactants needed to synthesize it. The reactants are: [F:1][C:2]1[CH:7]=[C:6](B2OC(C)(C)C(C)(C)O2)[C:5]([F:17])=[CH:4][C:3]=1[Si:18]([CH3:21])([CH3:20])[CH3:19].[NH2:22][C:23]1[CH:28]=[C:27](Cl)[N:26]=[C:25]([C:30]([O:32][CH3:33])=[O:31])[C:24]=1[Cl:34].C(=O)([O-])[O-].[Na+].[Na+].C(#N)C.